This data is from Reaction yield outcomes from USPTO patents with 853,638 reactions. The task is: Predict the reaction yield, written as a fraction of the theoretical maximum amount of product (1.0 means a 100% yield; for example, 0.34 means a 34% yield). The reactants are [CH:1]1[CH:2]=[CH:3][C:4]([N:7]=[N:8][C:9]2[CH:10]=[CH:11][C:12]([OH:15])=[CH:13][CH:14]=2)=[CH:5][CH:6]=1.C(N(CC)CC)C.[C:23](Cl)(=[O:26])[CH2:24][CH3:25]. The catalyst is CCOCC. The product is [C:4]1([N:7]=[N:8][C:9]2[CH:10]=[CH:11][C:12]([O:15][C:23](=[O:26])[CH2:24][CH3:25])=[CH:13][CH:14]=2)[CH:3]=[CH:2][CH:1]=[CH:6][CH:5]=1. The yield is 0.720.